This data is from NCI-60 drug combinations with 297,098 pairs across 59 cell lines. The task is: Regression. Given two drug SMILES strings and cell line genomic features, predict the synergy score measuring deviation from expected non-interaction effect. (1) Drug 1: CC1CCC2CC(C(=CC=CC=CC(CC(C(=O)C(C(C(=CC(C(=O)CC(OC(=O)C3CCCCN3C(=O)C(=O)C1(O2)O)C(C)CC4CCC(C(C4)OC)O)C)C)O)OC)C)C)C)OC. Drug 2: CCN(CC)CCNC(=O)C1=C(NC(=C1C)C=C2C3=C(C=CC(=C3)F)NC2=O)C. Cell line: MDA-MB-231. Synergy scores: CSS=7.58, Synergy_ZIP=-5.22, Synergy_Bliss=-5.49, Synergy_Loewe=-3.58, Synergy_HSA=-2.24. (2) Drug 1: C1CCC(C1)C(CC#N)N2C=C(C=N2)C3=C4C=CNC4=NC=N3. Drug 2: CC12CCC3C(C1CCC2=O)CC(=C)C4=CC(=O)C=CC34C. Cell line: BT-549. Synergy scores: CSS=10.6, Synergy_ZIP=-0.212, Synergy_Bliss=-1.14, Synergy_Loewe=-22.6, Synergy_HSA=-3.29.